This data is from Full USPTO retrosynthesis dataset with 1.9M reactions from patents (1976-2016). The task is: Predict the reactants needed to synthesize the given product. (1) Given the product [NH2:62][C@H:57]([C:55]([OH:66])=[O:56])[CH2:58][C:59]([OH:61])=[O:60], predict the reactants needed to synthesize it. The reactants are: C[C@@H](O)[C@H](NC([C@@H](N[C:55]([C@@H:57]([NH:62][C:55]([C@@H:57]([NH2:62])[CH2:58][C:59]([OH:61])=[O:60])=[O:56])[CH2:58][C:59]([OH:61])=[O:60])=[O:56])C)=O)C(N[C@H](C(N[C@H](C(N[C@H](C(N[C@H](C(O)=O)[C@H](O)C)=O)CC1C=CC=CC=1)=O)[C@H](O)C)=O)CCCCN)=O.[Na+].[Cl-].[OH2:66]. (2) Given the product [CH2:5]([O:4][C:2](=[O:3])[NH:14][C:12]1[CH:13]=[C:8]([Cl:7])[N:9]=[C:10]([Cl:18])[C:11]=1[N+:15]([O-:17])=[O:16])[CH3:6], predict the reactants needed to synthesize it. The reactants are: Cl[C:2]([O:4][CH2:5][CH3:6])=[O:3].[Cl:7][C:8]1[CH:13]=[C:12]([NH2:14])[C:11]([N+:15]([O-:17])=[O:16])=[C:10]([Cl:18])[N:9]=1.C(N(CC)CC)C. (3) Given the product [Br:1][C:2]1[CH:24]=[CH:23][C:22]([I:25])=[CH:21][C:3]=1[CH2:4][C:5]1[CH:6]=[CH:7][C:8]2[O:13][CH2:12][CH2:11][NH:10][C:9]=2[CH:20]=1, predict the reactants needed to synthesize it. The reactants are: [Br:1][C:2]1[CH:24]=[CH:23][C:22]([I:25])=[CH:21][C:3]=1[CH2:4][C:5]1[CH:6]=[CH:7][C:8]2[O:13][CH2:12][CH2:11][N:10](C(=O)C(F)(F)F)[C:9]=2[CH:20]=1.[BH4-].[Na+]. (4) Given the product [N+:26]([C:5]1[CH:4]=[CH:3][C:2]([N:29]2[CH2:34][CH2:33][CH2:32][CH2:31][CH2:30]2)=[CH:25][C:6]=1[C:7]([NH:9][C:10]1[NH:11][N:12]=[C:13]([C:15]2[CH:20]=[CH:19][CH:18]=[C:17]([C:21]([F:24])([F:23])[F:22])[CH:16]=2)[N:14]=1)=[O:8])([O-:28])=[O:27], predict the reactants needed to synthesize it. The reactants are: Cl[C:2]1[CH:3]=[CH:4][C:5]([N+:26]([O-:28])=[O:27])=[C:6]([CH:25]=1)[C:7]([NH:9][C:10]1[NH:11][N:12]=[C:13]([C:15]2[CH:20]=[CH:19][CH:18]=[C:17]([C:21]([F:24])([F:23])[F:22])[CH:16]=2)[N:14]=1)=[O:8].[NH:29]1[CH2:34][CH2:33][CH2:32][CH2:31][CH2:30]1. (5) Given the product [Br:1][C:2]1[CH:3]=[CH:4][C:5]([O:24][CH3:25])=[C:6]([S:8]([N:11]([CH2:39][C:36]2[CH:37]=[CH:38][C:33]([Br:32])=[CH:34][CH:35]=2)[C@@H:12]2[CH2:16][CH2:15][N:14]([C:17]([O:19][C:20]([CH3:21])([CH3:22])[CH3:23])=[O:18])[CH2:13]2)(=[O:9])=[O:10])[CH:7]=1, predict the reactants needed to synthesize it. The reactants are: [Br:1][C:2]1[CH:3]=[CH:4][C:5]([O:24][CH3:25])=[C:6]([S:8]([NH:11][C@@H:12]2[CH2:16][CH2:15][N:14]([C:17]([O:19][C:20]([CH3:23])([CH3:22])[CH3:21])=[O:18])[CH2:13]2)(=[O:10])=[O:9])[CH:7]=1.C([O-])([O-])=O.[K+].[K+].[Br:32][C:33]1[CH:38]=[CH:37][C:36]([CH2:39]Br)=[CH:35][CH:34]=1. (6) Given the product [O:1]=[C:2]1[NH:7][C:6]([C:8]([NH:10][CH2:11][C:12]2[CH:17]=[CH:16][CH:15]=[C:14]([O:18][CH2:19][CH2:20][O:21][C:22]3[N:26]=[CH:25][NH:24][N:23]=3)[CH:13]=2)=[O:9])=[N:5][C:4]2[CH:27]=[N:28][N:29]([CH2:30][CH2:31][O:32][C:33]3[CH:34]=[CH:35][C:36]([C:37]([OH:39])=[O:38])=[CH:41][CH:42]=3)[C:3]1=2, predict the reactants needed to synthesize it. The reactants are: [O:1]=[C:2]1[NH:7][C:6]([C:8]([NH:10][CH2:11][C:12]2[CH:17]=[CH:16][CH:15]=[C:14]([O:18][CH2:19][CH2:20][O:21][C:22]3[N:26]=[CH:25][NH:24][N:23]=3)[CH:13]=2)=[O:9])=[N:5][C:4]2[CH:27]=[N:28][N:29]([CH2:30][CH2:31][O:32][C:33]3[CH:42]=[CH:41][C:36]([C:37]([O:39]C)=[O:38])=[CH:35][CH:34]=3)[C:3]1=2.[OH-].[Na+].C1COCC1.CO. (7) The reactants are: [NH2:1][C:2]([C:4]1[CH:5]=[C:6]([CH:30]([OH:33])[CH2:31][OH:32])[CH:7]=[C:8]2[C:13]=1[N:12]=[CH:11][N:10]=[C:9]2[NH:14][CH2:15][C:16]1[CH:17]=[C:18]([NH:22]C(=O)OC(C)(C)C)[CH:19]=[CH:20][CH:21]=1)=[O:3].Cl.O1CCOCC1. Given the product [NH2:22][C:18]1[CH:17]=[C:16]([CH:21]=[CH:20][CH:19]=1)[CH2:15][NH:14][C:9]1[C:8]2[C:13](=[C:4]([C:2]([NH2:1])=[O:3])[CH:5]=[C:6]([CH:30]([OH:33])[CH2:31][OH:32])[CH:7]=2)[N:12]=[CH:11][N:10]=1, predict the reactants needed to synthesize it. (8) Given the product [CH3:11][C:12]1[NH:16][N:15]=[C:14]([NH:17][C:3]2[CH:2]=[C:1]([N:18]3[CH2:22][CH2:21][CH2:20][CH2:19]3)[N:10]=[C:1]([CH:2]=[CH:3][C:4]3[CH:9]=[CH:8][CH:7]=[CH:6][CH:5]=3)[N:10]=2)[CH:13]=1, predict the reactants needed to synthesize it. The reactants are: [C:1](#[N:10])[CH:2]=[CH:3][C:4]1[CH:9]=[CH:8][CH:7]=[CH:6][CH:5]=1.[CH3:11][C:12]1[NH:16][N:15]=[C:14]([NH2:17])[CH:13]=1.[NH:18]1[CH2:22][CH2:21][CH2:20][CH2:19]1. (9) Given the product [CH:1]([O:4][C:5]([N:7]1[CH2:12][CH2:11][N:10]([C:13]2[CH:18]=[CH:17][N:16]3[N:19]=[CH:20][C:21]([C:26]4[C:25](=[O:33])[N:24]([CH3:23])[CH:29]=[CH:28][CH:27]=4)=[C:15]3[N:14]=2)[CH2:9][CH2:8]1)=[O:6])([CH3:3])[CH3:2], predict the reactants needed to synthesize it. The reactants are: [CH:1]([O:4][C:5]([N:7]1[CH2:12][CH2:11][N:10]([C:13]2[CH:18]=[CH:17][N:16]3[N:19]=[CH:20][C:21](Br)=[C:15]3[N:14]=2)[CH2:9][CH2:8]1)=[O:6])([CH3:3])[CH3:2].[CH3:23][N:24]1[CH:29]=[CH:28][CH:27]=[C:26](B(O)O)[C:25]1=[O:33]. (10) Given the product [P:31]([O:43][CH2:44][N:11]1[CH:10]=[C:9]([C:6]2[CH:5]=[CH:4][C:3]([O:2][CH3:1])=[CH:8][CH:7]=2)[C:18](=[O:19])[C:17]2[C:12]1=[C:13]([O:23][CH2:24][CH2:25][CH3:26])[CH:14]=[C:15]1[CH2:22][CH2:21][CH2:20][C:16]1=2)([O:33][C:34]([CH3:37])([CH3:36])[CH3:35])([O:38][C:39]([CH3:40])([CH3:41])[CH3:42])=[O:32], predict the reactants needed to synthesize it. The reactants are: [CH3:1][O:2][C:3]1[CH:8]=[CH:7][C:6]([C:9]2[C:18](=[O:19])[C:17]3[C:12](=[C:13]([O:23][CH2:24][CH2:25][CH3:26])[CH:14]=[C:15]4[CH2:22][CH2:21][CH2:20][C:16]4=3)[NH:11][CH:10]=2)=[CH:5][CH:4]=1.[I-].[Na+].[H-].[Na+].[P:31]([O:43][CH2:44]Cl)([O:38][C:39]([CH3:42])([CH3:41])[CH3:40])([O:33][C:34]([CH3:37])([CH3:36])[CH3:35])=[O:32].